Regression. Given two drug SMILES strings and cell line genomic features, predict the synergy score measuring deviation from expected non-interaction effect. From a dataset of NCI-60 drug combinations with 297,098 pairs across 59 cell lines. (1) Drug 1: C1=CC(=CC=C1CC(C(=O)O)N)N(CCCl)CCCl.Cl. Drug 2: C#CCC(CC1=CN=C2C(=N1)C(=NC(=N2)N)N)C3=CC=C(C=C3)C(=O)NC(CCC(=O)O)C(=O)O. Cell line: OVCAR-8. Synergy scores: CSS=23.2, Synergy_ZIP=-4.30, Synergy_Bliss=3.89, Synergy_Loewe=1.85, Synergy_HSA=1.45. (2) Drug 2: CC1C(C(CC(O1)OC2CC(CC3=C2C(=C4C(=C3O)C(=O)C5=CC=CC=C5C4=O)O)(C(=O)C)O)N)O. Drug 1: C(CC(=O)O)C(=O)CN.Cl. Synergy scores: CSS=39.2, Synergy_ZIP=-0.326, Synergy_Bliss=-0.988, Synergy_Loewe=-21.7, Synergy_HSA=0.121. Cell line: U251. (3) Drug 1: C1=CC(=CC=C1CC(C(=O)O)N)N(CCCl)CCCl.Cl. Drug 2: C1C(C(OC1N2C=NC3=C(N=C(N=C32)Cl)N)CO)O. Cell line: SNB-19. Synergy scores: CSS=16.9, Synergy_ZIP=-5.10, Synergy_Bliss=-0.667, Synergy_Loewe=-8.08, Synergy_HSA=-2.95. (4) Drug 1: CCC(=C(C1=CC=CC=C1)C2=CC=C(C=C2)OCCN(C)C)C3=CC=CC=C3.C(C(=O)O)C(CC(=O)O)(C(=O)O)O. Drug 2: CNC(=O)C1=NC=CC(=C1)OC2=CC=C(C=C2)NC(=O)NC3=CC(=C(C=C3)Cl)C(F)(F)F. Cell line: TK-10. Synergy scores: CSS=-0.785, Synergy_ZIP=3.87, Synergy_Bliss=5.97, Synergy_Loewe=-1.25, Synergy_HSA=0.0572. (5) Drug 1: CC12CCC(CC1=CCC3C2CCC4(C3CC=C4C5=CN=CC=C5)C)O. Drug 2: CN1C(=O)N2C=NC(=C2N=N1)C(=O)N. Cell line: SK-MEL-28. Synergy scores: CSS=-9.22, Synergy_ZIP=1.77, Synergy_Bliss=-2.03, Synergy_Loewe=-11.0, Synergy_HSA=-5.85. (6) Synergy scores: CSS=28.0, Synergy_ZIP=-7.96, Synergy_Bliss=-6.06, Synergy_Loewe=-5.65, Synergy_HSA=-2.45. Drug 1: CC1C(C(=O)NC(C(=O)N2CCCC2C(=O)N(CC(=O)N(C(C(=O)O1)C(C)C)C)C)C(C)C)NC(=O)C3=C4C(=C(C=C3)C)OC5=C(C(=O)C(=C(C5=N4)C(=O)NC6C(OC(=O)C(N(C(=O)CN(C(=O)C7CCCN7C(=O)C(NC6=O)C(C)C)C)C)C(C)C)C)N)C. Drug 2: CCC1(CC2CC(C3=C(CCN(C2)C1)C4=CC=CC=C4N3)(C5=C(C=C6C(=C5)C78CCN9C7C(C=CC9)(C(C(C8N6C=O)(C(=O)OC)O)OC(=O)C)CC)OC)C(=O)OC)O.OS(=O)(=O)O. Cell line: HOP-92. (7) Drug 1: CC12CCC3C(C1CCC2O)C(CC4=C3C=CC(=C4)O)CCCCCCCCCS(=O)CCCC(C(F)(F)F)(F)F. Drug 2: CCC1=C2CN3C(=CC4=C(C3=O)COC(=O)C4(CC)O)C2=NC5=C1C=C(C=C5)O. Cell line: COLO 205. Synergy scores: CSS=37.8, Synergy_ZIP=-0.446, Synergy_Bliss=-1.53, Synergy_Loewe=-80.0, Synergy_HSA=-1.90. (8) Drug 1: CC1C(C(CC(O1)OC2CC(CC3=C2C(=C4C(=C3O)C(=O)C5=C(C4=O)C(=CC=C5)OC)O)(C(=O)C)O)N)O.Cl. Drug 2: C1=NC2=C(N1)C(=S)N=C(N2)N. Cell line: MDA-MB-231. Synergy scores: CSS=34.5, Synergy_ZIP=-12.8, Synergy_Bliss=-6.10, Synergy_Loewe=-4.32, Synergy_HSA=-2.02. (9) Drug 1: CC1=C(C=C(C=C1)NC2=NC=CC(=N2)N(C)C3=CC4=NN(C(=C4C=C3)C)C)S(=O)(=O)N.Cl. Drug 2: COC1=C2C(=CC3=C1OC=C3)C=CC(=O)O2. Cell line: SN12C. Synergy scores: CSS=1.51, Synergy_ZIP=0.711, Synergy_Bliss=1.66, Synergy_Loewe=-1.35, Synergy_HSA=-1.05. (10) Drug 1: C1=NC2=C(N1)C(=S)N=C(N2)N. Drug 2: C1CC(=O)NC(=O)C1N2C(=O)C3=CC=CC=C3C2=O. Cell line: CCRF-CEM. Synergy scores: CSS=57.4, Synergy_ZIP=7.12, Synergy_Bliss=6.68, Synergy_Loewe=-15.1, Synergy_HSA=7.07.